Dataset: Full USPTO retrosynthesis dataset with 1.9M reactions from patents (1976-2016). Task: Predict the reactants needed to synthesize the given product. (1) Given the product [ClH:31].[ClH:31].[NH:20]1[CH:19]=[C:18]([C:15]2[CH:16]=[CH:17][C:12]([C:8]3([NH2:7])[CH2:11][CH2:10][CH2:9]3)=[N:13][CH:14]=2)[CH:22]=[N:21]1, predict the reactants needed to synthesize it. The reactants are: C(OC(=O)[NH:7][C:8]1([C:12]2[CH:17]=[CH:16][C:15]([C:18]3[CH:19]=[N:20][NH:21][CH:22]=3)=[CH:14][N:13]=2)[CH2:11][CH2:10][CH2:9]1)(C)(C)C.C(O)(C(F)(F)F)=O.[ClH:31].O1CCOCC1. (2) Given the product [C:1]([C:3]1[CH:4]=[C:5]([C:9]2[CH:14]=[CH:13][C:12]([CH:15]([CH2:27][CH2:28][NH:31][CH3:30])[C:16]([NH:18][C:19]3[CH:24]=[C:23]([Cl:25])[CH:22]=[C:21]([Cl:26])[CH:20]=3)=[O:17])=[CH:11][CH:10]=2)[CH:6]=[CH:7][CH:8]=1)#[N:2], predict the reactants needed to synthesize it. The reactants are: [C:1]([C:3]1[CH:4]=[C:5]([C:9]2[CH:14]=[CH:13][C:12]([CH:15]([CH2:27][CH:28]=O)[C:16]([NH:18][C:19]3[CH:24]=[C:23]([Cl:25])[CH:22]=[C:21]([Cl:26])[CH:20]=3)=[O:17])=[CH:11][CH:10]=2)[CH:6]=[CH:7][CH:8]=1)#[N:2].[CH3:30][NH2:31]. (3) Given the product [F:1][C:2]1[CH:7]=[CH:6][C:5]([N:8]2[C:16]3[C:11](=[CH:12][C:13]([CH:17]([C:19]4[CH:24]=[CH:23][CH:22]=[CH:21][CH:20]=4)[CH:28]([CH2:29][CH2:30][CH3:31])[C:27]([O:26][CH3:25])=[O:32])=[CH:14][CH:15]=3)[CH:10]=[N:9]2)=[CH:4][CH:3]=1, predict the reactants needed to synthesize it. The reactants are: [F:1][C:2]1[CH:7]=[CH:6][C:5]([N:8]2[C:16]3[C:11](=[CH:12][C:13]([CH:17]([C:19]4[CH:24]=[CH:23][CH:22]=[CH:21][CH:20]=4)O)=[CH:14][CH:15]=3)[CH:10]=[N:9]2)=[CH:4][CH:3]=1.[CH3:25][O:26][C:27]([O:32][Si](C)(C)C)=[CH:28][CH2:29][CH2:30][CH3:31]. (4) Given the product [Cl:1][C:2]1[CH:3]=[CH:4][C:5]([CH:8]2[NH:17][C:24]([C:23]3[CH:29]=[CH:30][C:31]([O:33][CH3:34])=[CH:32][C:22]=3[O:21][CH2:19][CH3:20])=[N:16][CH:9]2[CH2:10][CH:11]2[CH2:12][CH2:13][CH2:14][CH2:15]2)=[CH:6][CH:7]=1, predict the reactants needed to synthesize it. The reactants are: [Cl:1][C:2]1[CH:7]=[CH:6][C:5]([CH:8]([NH2:17])[CH:9]([NH2:16])[CH2:10][CH:11]2[CH2:15][CH2:14][CH2:13][CH2:12]2)=[CH:4][CH:3]=1.Cl.[CH2:19]([O:21][C:22]1[CH:32]=[C:31]([O:33][CH3:34])[CH:30]=[CH:29][C:23]=1[C:24](=N)OCC)[CH3:20].C(N(CC)CC)C. (5) Given the product [OH:28][CH:23]1[CH2:24][CH2:25][CH2:26][CH2:27][CH:22]1[NH:21][C:12]([C:10]1[CH:9]=[CH:8][C:7]([N:15]2[CH2:18][C:17]([F:20])([F:19])[CH2:16]2)=[C:6]([O:5][CH2:4][CH:1]2[CH2:2][CH2:3]2)[N:11]=1)=[O:14], predict the reactants needed to synthesize it. The reactants are: [CH:1]1([CH2:4][O:5][C:6]2[N:11]=[C:10]([C:12]([OH:14])=O)[CH:9]=[CH:8][C:7]=2[N:15]2[CH2:18][C:17]([F:20])([F:19])[CH2:16]2)[CH2:3][CH2:2]1.[NH2:21][CH:22]1[CH2:27][CH2:26][CH2:25][CH2:24][CH:23]1[OH:28]. (6) Given the product [CH2:4]([NH:6][C:7]([NH:8][C:9]1[N:14]=[CH:13][C:12]([C:15]2[CH:16]=[N:17][CH:18]=[C:19]([C:21]([NH:2][NH2:3])=[O:23])[CH:20]=2)=[C:11]([C:26]2[CH:31]=[CH:30][C:29]([N:32]3[CH2:37][CH2:36][O:35][CH2:34][CH2:33]3)=[CH:28][CH:27]=2)[CH:10]=1)=[O:38])[CH3:5], predict the reactants needed to synthesize it. The reactants are: O.[NH2:2][NH2:3].[CH2:4]([NH:6][C:7](=[O:38])[NH:8][C:9]1[N:14]=[CH:13][C:12]([C:15]2[CH:16]=[N:17][CH:18]=[C:19]([C:21]([O:23]CC)=O)[CH:20]=2)=[C:11]([C:26]2[CH:31]=[CH:30][C:29]([N:32]3[CH2:37][CH2:36][O:35][CH2:34][CH2:33]3)=[CH:28][CH:27]=2)[CH:10]=1)[CH3:5].